This data is from Forward reaction prediction with 1.9M reactions from USPTO patents (1976-2016). The task is: Predict the product of the given reaction. (1) Given the reactants [OH-].[K+].CO.O.C([O:9][CH:10]([CH:17]=[CH2:18])[C:11]1[CH:16]=[CH:15][CH:14]=[CH:13][CH:12]=1)(=O)C, predict the reaction product. The product is: [CH:17]([CH:10]([OH:9])[C:11]1[CH:16]=[CH:15][CH:14]=[CH:13][CH:12]=1)=[CH2:18]. (2) Given the reactants [Cl:1][C:2]1[CH:3]=[CH:4][C:5]2[CH:6]=[C:7]3[N:12]([C:13]=2[N:14]=1)[CH2:11][CH:10]([N:15]([CH3:26])[S:16]([C:19]1[CH:24]=[CH:23][C:22]([F:25])=[CH:21][CH:20]=1)(=[O:18])=[O:17])[CH2:9][CH2:8]3.[C:27](Cl)(=[O:31])[C:28](Cl)=[O:29].[CH3:33][OH:34], predict the reaction product. The product is: [CH3:33][O:34][C:27](=[O:31])[C:28]([C:6]1[C:5]2[CH:4]=[CH:3][C:2]([Cl:1])=[N:14][C:13]=2[N:12]2[C:7]=1[CH2:8][CH2:9][CH:10]([N:15]([S:16]([C:19]1[CH:24]=[CH:23][C:22]([F:25])=[CH:21][CH:20]=1)(=[O:17])=[O:18])[CH3:26])[CH2:11]2)=[O:29]. (3) Given the reactants C(OC([N:8]1[CH2:13][CH2:12][C:11](=[C:14]([Br:28])[C:15]2[CH:20]=[CH:19][C:18]([C:21](=[O:27])[N:22]([CH2:25][CH3:26])[CH2:23][CH3:24])=[CH:17][CH:16]=2)[CH2:10][CH2:9]1)=O)(C)(C)C.FC(F)(F)C(O)=O.C([O-])(O)=O.[Na+], predict the reaction product. The product is: [Br:28][C:14](=[C:11]1[CH2:10][CH2:9][NH:8][CH2:13][CH2:12]1)[C:15]1[CH:16]=[CH:17][C:18]([C:21]([N:22]([CH2:23][CH3:24])[CH2:25][CH3:26])=[O:27])=[CH:19][CH:20]=1. (4) Given the reactants ClC1C=CC(C(F)(F)F)=CC=1[N:12]([S:24]([C:27]1[CH:32]=[CH:31][C:30](C)=[CH:29][CH:28]=1)(=[O:26])=[O:25])[CH2:13][C:14]([NH:16][CH2:17][C:18]1[CH:23]=[CH:22][N:21]=[CH:20][CH:19]=1)=[O:15].[Cl:34][C:35]1[CH:41]=[CH:40][C:39]([F:42])=[CH:38][C:36]=1N.ClC1C=CC(C(F)(F)F)=CC=1N, predict the reaction product. The product is: [Cl:34][C:35]1[CH:36]=[CH:38][C:39]([F:42])=[C:40]([N:12]([CH2:13][C:14]([NH:16][CH2:17][C:18]2[CH:23]=[CH:22][N:21]=[CH:20][CH:19]=2)=[O:15])[S:24]([C:27]2[CH:28]=[CH:29][CH:30]=[CH:31][CH:32]=2)(=[O:26])=[O:25])[CH:41]=1. (5) The product is: [N:1]1([CH2:11][C:12]([O:14][CH2:15][CH3:16])=[O:13])[C:9]2[C:4](=[CH:5][CH:6]=[CH:7][CH:8]=2)[CH2:3][CH2:2]1. Given the reactants [NH:1]1[C:9]2[C:4](=[CH:5][CH:6]=[CH:7][CH:8]=2)[CH2:3][CH2:2]1.Br[CH2:11][C:12]([O:14][CH2:15][CH3:16])=[O:13].C(=O)([O-])[O-].[K+].[K+].CN(C)C=O, predict the reaction product. (6) The product is: [OH:12][CH2:11][C:9]1[O:8][N:7]=[C:6]([C:4]([C:13]2[CH:18]=[CH:17][CH:16]=[CH:15][CH:14]=2)([C:13]2[CH:18]=[CH:17][CH:16]=[CH:15][CH:14]=2)[OH:5])[CH:10]=1. Given the reactants C(O[C:4]([C:6]1[CH:10]=[C:9]([CH2:11][OH:12])[O:8][N:7]=1)=[O:5])C.[C:13]1([Mg]Cl)[CH:18]=[CH:17][CH:16]=[CH:15][CH:14]=1, predict the reaction product.